From a dataset of Catalyst prediction with 721,799 reactions and 888 catalyst types from USPTO. Predict which catalyst facilitates the given reaction. (1) The catalyst class is: 3. Reactant: Cl.Cl.[NH2:3][CH2:4][C@@:5]1([OH:13])[CH:10]2[CH2:11][CH2:12][N:7]([CH2:8][CH2:9]2)[CH2:6]1.[N:14]1([C:19]2[N:24]=[CH:23][N:22]=[C:21]([N:25]=[C:26](SC)SC)[CH:20]=2)[CH:18]=[CH:17][N:16]=[CH:15]1.C(=O)([O-])[O-].[Cs+].[Cs+]. Product: [N:14]1([C:19]2[N:24]=[CH:23][N:22]=[C:21]([NH:25][C:26]3[O:13][C@:5]4([CH2:4][N:3]=3)[CH:10]3[CH2:9][CH2:8][N:7]([CH2:12][CH2:11]3)[CH2:6]4)[CH:20]=2)[CH:18]=[CH:17][N:16]=[CH:15]1. (2) Reactant: Cl.[CH2:2]1[C:5]2([CH2:10][CH2:9][N:8]([C:11]([O:13][CH2:14][C:15]3[CH:20]=[C:19]([Cl:21])[CH:18]=[C:17]([Cl:22])[CH:16]=3)=[O:12])[CH2:7][CH2:6]2)[CH2:4][NH:3]1.N1C=CC=CC=1.[O:29]=[C:30]1[NH:34][C:33]2[CH:35]=[CH:36][C:37]([S:39](Cl)(=[O:41])=[O:40])=[CH:38][C:32]=2[O:31]1. Product: [O:29]=[C:30]1[NH:34][C:33]2[CH:35]=[CH:36][C:37]([S:39]([N:3]3[CH2:4][C:5]4([CH2:6][CH2:7][N:8]([C:11]([O:13][CH2:14][C:15]5[CH:20]=[C:19]([Cl:21])[CH:18]=[C:17]([Cl:22])[CH:16]=5)=[O:12])[CH2:9][CH2:10]4)[CH2:2]3)(=[O:41])=[O:40])=[CH:38][C:32]=2[O:31]1. The catalyst class is: 21. (3) Reactant: [NH2:1][C:2]1[CH:10]=[C:9]([F:11])[CH:8]=[CH:7][C:3]=1[C:4]([OH:6])=O.C(O[C:16](=O)[CH3:17])(=O)C.C([O-])(=O)C.[NH4+:23]. Product: [F:11][C:9]1[CH:10]=[C:2]2[C:3]([C:4](=[O:6])[NH:23][C:16]([CH3:17])=[N:1]2)=[CH:7][CH:8]=1. The catalyst class is: 194. (4) Reactant: [CH3:1][N:2]1[C:6]([S:7]([NH2:10])(=[O:9])=[O:8])=[C:5]([C:11]2[N:12]=[N:13][N:14]([CH3:16])[N:15]=2)[CH:4]=[N:3]1.[CH3:17][O:18][C:19]1[CH:24]=[C:23]([O:25][CH3:26])[N:22]=[C:21]([NH:27][C:28](=O)[O:29]C2C=CC=CC=2)[N:20]=1.C(N(CC)CC)C.Cl. Product: [CH3:1][N:2]1[N:3]=[CH:4][C:5]([C:11]2[N:12]=[N:13][N:14]([CH3:16])[N:15]=2)=[C:6]1[S:7]([NH:10][C:28]([NH:27][C:21]1[N:20]=[C:19]([O:18][CH3:17])[CH:24]=[C:23]([O:25][CH3:26])[N:22]=1)=[O:29])(=[O:9])=[O:8]. The catalyst class is: 47. (5) Reactant: [N:1]1[CH:6]=[CH:5][C:4]([C:7]([OH:9])=O)=[CH:3][N:2]=1.CCN(C(C)C)C(C)C.CN(C(ON1N=NC2C=CC=NC1=2)=[N+](C)C)C.F[P-](F)(F)(F)(F)F.[NH2:43][C:44]1[CH:53]=[CH:52][C:51]([Br:54])=[CH:50][C:45]=1[C:46]([O:48][CH3:49])=[O:47]. Product: [Br:54][C:51]1[CH:52]=[CH:53][C:44]([NH:43][C:7]([C:4]2[CH:5]=[CH:6][N:1]=[N:2][CH:3]=2)=[O:9])=[C:45]([CH:50]=1)[C:46]([O:48][CH3:49])=[O:47]. The catalyst class is: 17. (6) Reactant: [CH3:1][N:2]([CH2:4][C:5]1[CH:6]=[CH:7][C:8]([O:35][CH2:36][CH3:37])=[C:9]([NH:11][C:12]([C@H:14]([NH:26][C:27]([N:29]2[CH2:34][CH2:33][NH:32][CH2:31][CH2:30]2)=[O:28])[C@H:15]([C:17]2[C:25]3[C:20](=[CH:21][CH:22]=[CH:23][CH:24]=3)[NH:19][CH:18]=2)[CH3:16])=[O:13])[CH:10]=1)[CH3:3].[F:38][C:39]1[CH:47]=[CH:46][C:42]([C:43](O)=[O:44])=[CH:41][CH:40]=1.CCN=C=NCCCN(C)C.C1C=CC2N(O)N=NC=2C=1.C(=O)([O-])O.[Na+]. Product: [CH3:1][N:2]([CH2:4][C:5]1[CH:6]=[CH:7][C:8]([O:35][CH2:36][CH3:37])=[C:9]([NH:11][C:12]([C@H:14]([NH:26][C:27]([N:29]2[CH2:30][CH2:31][N:32]([C:43](=[O:44])[C:42]3[CH:46]=[CH:47][C:39]([F:38])=[CH:40][CH:41]=3)[CH2:33][CH2:34]2)=[O:28])[C@H:15]([C:17]2[C:25]3[C:20](=[CH:21][CH:22]=[CH:23][CH:24]=3)[NH:19][CH:18]=2)[CH3:16])=[O:13])[CH:10]=1)[CH3:3]. The catalyst class is: 577. (7) Reactant: [OH:1][C:2]1[CH:10]=[C:9]([O:11][CH2:12][CH2:13][NH:14][C:15]2[N:20]=[CH:19][CH:18]=[CH:17][N:16]=2)[CH:8]=[CH:7][C:3]=1[C:4]([OH:6])=[O:5].Cl. Product: [OH:1][C:2]1[CH:10]=[C:9]([O:11][CH2:12][CH2:13][NH:14][C:15]2[NH:20][CH2:19][CH2:18][CH2:17][N:16]=2)[CH:8]=[CH:7][C:3]=1[C:4]([OH:6])=[O:5]. The catalyst class is: 331.